From a dataset of Forward reaction prediction with 1.9M reactions from USPTO patents (1976-2016). Predict the product of the given reaction. (1) Given the reactants [F:1][C:2]1[CH:7]=[CH:6][C:5]([CH:8]([C:12]2[CH:17]=[CH:16][C:15]([F:18])=[CH:14][CH:13]=2)[C:9]([OH:11])=O)=[CH:4][CH:3]=1.[NH2:19][CH2:20][CH2:21][CH2:22][N:23]1[CH2:28][CH2:27][CH:26]([C:29]2[CH:30]=[C:31]([NH:35][C:36]([CH:38]3[CH2:40][CH2:39]3)=[O:37])[CH:32]=[CH:33][CH:34]=2)[CH2:25][CH2:24]1, predict the reaction product. The product is: [F:18][C:15]1[CH:16]=[CH:17][C:12]([CH:8]([C:5]2[CH:4]=[CH:3][C:2]([F:1])=[CH:7][CH:6]=2)[C:9]([NH:19][CH2:20][CH2:21][CH2:22][N:23]2[CH2:28][CH2:27][CH:26]([C:29]3[CH:30]=[C:31]([NH:35][C:36]([CH:38]4[CH2:40][CH2:39]4)=[O:37])[CH:32]=[CH:33][CH:34]=3)[CH2:25][CH2:24]2)=[O:11])=[CH:13][CH:14]=1. (2) Given the reactants [CH:1]1([C@@H:6]2[NH:11][C:10](=[O:12])[C@H:9]([CH2:13][CH:14]([CH3:16])[CH3:15])[NH:8][CH2:7]2)[CH2:5][CH2:4]CC1.[F:17][C:18]1[CH:23]=[CH:22][C:21]([C:24]2[O:28][N:27]=[C:26]([C:29](O)=[O:30])[CH:25]=2)=[CH:20][CH:19]=1.C([C@@H]1N(C(=O)/C=C/C2C=CC=CC=2)C[C@H](CC(C)C)NC1=O)C(C)C, predict the reaction product. The product is: [F:17][C:18]1[CH:19]=[CH:20][C:21]([C:24]2[O:28][N:27]=[C:26]([C:29]([N:8]3[CH2:7][C@H:6]([CH2:1][CH2:5][CH3:4])[NH:11][C:10](=[O:12])[C@@H:9]3[CH2:13][CH:14]([CH3:15])[CH3:16])=[O:30])[CH:25]=2)=[CH:22][CH:23]=1. (3) Given the reactants [I:1][C:2]1[CH:7]=[CH:6][C:5]([C:8]2[O:12][N:11]=[C:10]([OH:13])[CH:9]=2)=[CH:4][CH:3]=1.Cl[CH2:15][O:16][CH3:17], predict the reaction product. The product is: [I:1][C:2]1[CH:3]=[CH:4][C:5]([C:8]2[O:12][N:11]=[C:10]([O:13][CH2:15][O:16][CH3:17])[CH:9]=2)=[CH:6][CH:7]=1. (4) Given the reactants CC1(C)[O:7][C:6]2[CH:8]=[CH:9][C:10]([C@H:12]3[O:16]C(=O)[N:14]([CH2:18][CH2:19][CH2:20][CH2:21][CH2:22][CH2:23][O:24][CH2:25][CH2:26][C:27]#[C:28][C:29]4[CH:30]=[C:31]([NH:35][C:36]([NH:38][C:39]5[CH:44]=[CH:43][N:42]=[CH:41][N:40]=5)=[O:37])[CH:32]=[CH:33][CH:34]=4)[CH2:13]3)=[CH:11][C:5]=2[CH2:4][O:3]1.C[Si](C)(C)[O-].[K+], predict the reaction product. The product is: [OH:16][C@H:12]([C:10]1[CH:9]=[CH:8][C:6]([OH:7])=[C:5]([CH2:4][OH:3])[CH:11]=1)[CH2:13][NH:14][CH2:18][CH2:19][CH2:20][CH2:21][CH2:22][CH2:23][O:24][CH2:25][CH2:26][C:27]#[C:28][C:29]1[CH:30]=[C:31]([NH:35][C:36]([NH:38][C:39]2[CH:44]=[CH:43][N:42]=[CH:41][N:40]=2)=[O:37])[CH:32]=[CH:33][CH:34]=1.